This data is from Forward reaction prediction with 1.9M reactions from USPTO patents (1976-2016). The task is: Predict the product of the given reaction. (1) Given the reactants [CH3:1][O:2][C:3]1[CH:4]=[C:5]([OH:9])[CH:6]=[CH:7][CH:8]=1.C1(C)C=CC(S([O-])(=O)=O)=CC=1.[NH+]1C=CC=CC=1.[CH:27]([O:29][CH2:30][CH3:31])=[CH2:28].C(=O)([O-])O.[Na+], predict the reaction product. The product is: [CH2:27]([O:29][CH:30]([O:9][C:5]1[CH:6]=[CH:7][CH:8]=[C:3]([O:2][CH3:1])[CH:4]=1)[CH3:31])[CH3:28]. (2) Given the reactants [H-].[Al+3].[Li+].[H-].[H-].[H-].[Cl:7][C:8]1[CH:9]=[CH:10][C:11]2[C:12]([CH3:24])=[C:13]3[C:21](=O)[NH:20][CH2:19][C@@H:18]([CH3:23])[N:14]3[C:15]=2[C:16]=1[CH3:17].[C:25]([OH:30])(=[O:29])[C:26]([OH:28])=[O:27], predict the reaction product. The product is: [C:25]([OH:30])(=[O:29])[C:26]([OH:28])=[O:27].[Cl:7][C:8]1[CH:9]=[CH:10][C:11]2[C:12]([CH3:24])=[C:13]3[CH2:21][NH:20][CH2:19][C@@H:18]([CH3:23])[N:14]3[C:15]=2[C:16]=1[CH3:17].